From a dataset of Catalyst prediction with 721,799 reactions and 888 catalyst types from USPTO. Predict which catalyst facilitates the given reaction. (1) Reactant: [C:1]1([CH2:7][CH2:8][OH:9])[CH:6]=[CH:5][CH:4]=[CH:3][CH:2]=1.C([N-]C(C)C)(C)C.[Li+].[N:18]1([C:22]2[C:31]3[C:26](=[N:27][C:28](Cl)=[C:29]([Cl:32])[N:30]=3)[N:25]=[C:24]([Cl:34])[N:23]=2)[CH2:21][CH2:20][CH2:19]1.O. Product: [N:18]1([C:22]2[C:31]3[C:26](=[N:27][C:28]([O:9][CH2:8][CH2:7][C:1]4[CH:6]=[CH:5][CH:4]=[CH:3][CH:2]=4)=[C:29]([Cl:32])[N:30]=3)[N:25]=[C:24]([Cl:34])[N:23]=2)[CH2:21][CH2:20][CH2:19]1. The catalyst class is: 7. (2) Reactant: [Cl:1][C:2]1[C:6]2[N:7]=[C:8]([C:12]3[CH:17]=[CH:16][N:15]=[CH:14][CH:13]=3)[N:9]=[C:10](O)[C:5]=2[S:4][CH:3]=1.O=P(Cl)(Cl)[Cl:20]. Product: [Cl:1][C:2]1[C:6]2[N:7]=[C:8]([C:12]3[CH:17]=[CH:16][N:15]=[CH:14][CH:13]=3)[N:9]=[C:10]([Cl:20])[C:5]=2[S:4][CH:3]=1. The catalyst class is: 3. (3) Reactant: I[C:2]1[C:15]2[CH2:14][C:13]3[C:8](=[CH:9][CH:10]=[CH:11][CH:12]=3)[NH:7][C:6]=2[C:5]([C:16]([O:18][CH3:19])=[O:17])=[CH:4][CH:3]=1.[I:20]C1C=CC=C2C=1C(=O)C1C=CC=C(C(OC)=O)C=1N2.[K+].[Br-].IC1C2C(=O)C3C(=CC=CC=3)NC=2C(C(OC)=O)=CC=1.Cl.C(N(CC)CCNC(C1C2NC3C(=CC=CC=3)C(=O)C=2C(I)=CC=1)=O)C.IC1C=C2C(NC3C(C(O)=O)=CC=CC=3C2=O)=CC=1.C(N(CC)CCNC(C1C2C(=CC3C(N=2)=CC=CC=3)C(I)=CC=1)=O)C.Cl.Cl.C(N(CC)CCNC(C1C2C(=CC3C(N=2)=CC=CC=3)C=C(I)C=1)=O)C.IC1C(C(O)=O)=CC=CC=1C(O)=O.[N+](C1C=C2C(=CC=1)N=C(C(OCC)=O)C=N2)([O-])=O.C(N(CC)CCNC(C1C=CC2C(=CC=C([Sn](CCCC)(CCCC)CCCC)C=2)N=1)=O)C.IC1C=CC=C2C=1NC1C(C(O)=O)=CC=CC=1C2=O. Product: [I:20][C:12]1[CH:11]=[CH:10][CH:9]=[C:8]2[C:13]=1[CH2:14][C:15]1[CH:2]=[CH:3][CH:4]=[C:5]([C:16]([O:18][CH3:19])=[O:17])[C:6]=1[NH:7]2. The catalyst class is: 4. (4) Reactant: [NH2:1][C:2]1[C:7]2=[CH:8][CH:9]=[C:10]([C:11]([NH:13][CH2:14][CH:15]3[O:20][CH2:19][CH2:18][N:17]([C:21]([O:23][C:24]([CH3:27])([CH3:26])[CH3:25])=[O:22])[CH2:16]3)=[O:12])[N:6]2[N:5]=[CH:4][N:3]=1.[Br:28]N1C(C)(C)C(=O)N(Br)C1=O. Product: [NH2:1][C:2]1[C:7]2=[C:8]([Br:28])[CH:9]=[C:10]([C:11]([NH:13][CH2:14][CH:15]3[O:20][CH2:19][CH2:18][N:17]([C:21]([O:23][C:24]([CH3:27])([CH3:26])[CH3:25])=[O:22])[CH2:16]3)=[O:12])[N:6]2[N:5]=[CH:4][N:3]=1. The catalyst class is: 1. (5) Reactant: [NH2:1][C:2]1[C:11]([C:12]#[N:13])=[C:10](Cl)[C:9]2[C:4](=[CH:5][CH:6]=[C:7]([N:15]3[CH2:20][CH2:19][O:18][CH2:17][CH2:16]3)[CH:8]=2)[N:3]=1.[CH2:21]([NH2:28])[C:22]1[CH:27]=[CH:26][CH:25]=[CH:24][CH:23]=1. Product: [NH2:1][C:2]1[C:11]([C:12]#[N:13])=[C:10]([NH:28][CH2:21][C:22]2[CH:27]=[CH:26][CH:25]=[CH:24][CH:23]=2)[C:9]2[C:4](=[CH:5][CH:6]=[C:7]([N:15]3[CH2:20][CH2:19][O:18][CH2:17][CH2:16]3)[CH:8]=2)[N:3]=1. The catalyst class is: 6.